This data is from Full USPTO retrosynthesis dataset with 1.9M reactions from patents (1976-2016). The task is: Predict the reactants needed to synthesize the given product. (1) The reactants are: [C:1]([O:5][C:6]([N:8]1[CH2:13][CH2:12][CH:11]([CH:14]([C:16]([O:18]C)=[O:17])[CH3:15])[CH2:10][CH2:9]1)=[O:7])([CH3:4])([CH3:3])[CH3:2].[Li+].[OH-]. Given the product [C:1]([O:5][C:6]([N:8]1[CH2:13][CH2:12][CH:11]([CH:14]([C:16]([OH:18])=[O:17])[CH3:15])[CH2:10][CH2:9]1)=[O:7])([CH3:2])([CH3:3])[CH3:4], predict the reactants needed to synthesize it. (2) Given the product [F:33][C:32]([F:35])([F:34])[C:30]([OH:36])=[O:31].[CH3:28][CH:17]1[N:16]2[C:21]([CH2:22][O:23][C:24]3[C:15]2=[CH:14][C:13]([O:12][C:10]2([CH3:29])[CH2:9][NH:8][CH2:11]2)=[CH:26][CH:25]=3)=[N:20][NH:19][C:18]1=[O:27], predict the reactants needed to synthesize it. The reactants are: C(OC([N:8]1[CH2:11][C:10]([CH3:29])([O:12][C:13]2[CH:14]=[C:15]3[C:24](=[CH:25][CH:26]=2)[O:23][CH2:22][C:21]2[N:16]3[CH:17]([CH3:28])[C:18](=[O:27])[NH:19][N:20]=2)[CH2:9]1)=O)(C)(C)C.[C:30]([OH:36])([C:32]([F:35])([F:34])[F:33])=[O:31]. (3) Given the product [C:14]1([C:39]2[CH:44]=[CH:43][CH:42]=[CH:41][CH:40]=2)[CH:19]=[CH:18][C:17](/[C:20](/[C:47]#[C:46][CH2:45][OH:48])=[CH:21]/[CH2:22][S:23][C:24]2[CH:36]=[CH:35][C:27]([O:28][CH2:29][C:30]([O:32][CH2:33][CH3:34])=[O:31])=[C:26]([CH3:37])[CH:25]=2)=[CH:16][CH:15]=1, predict the reactants needed to synthesize it. The reactants are: C(P(C(C)(C)C)C(C)(C)C)(C)(C)C.[C:14]1([C:39]2[CH:44]=[CH:43][CH:42]=[CH:41][CH:40]=2)[CH:19]=[CH:18][C:17](/[C:20](/I)=[CH:21]/[CH2:22][S:23][C:24]2[CH:36]=[CH:35][C:27]([O:28][CH2:29][C:30]([O:32][CH2:33][CH3:34])=[O:31])=[C:26]([CH3:37])[CH:25]=2)=[CH:16][CH:15]=1.[CH2:45]([OH:48])[C:46]#[CH:47].C(NC(C)C)(C)C. (4) Given the product [CH2:1]([S:3]([NH:6][C:7]1[CH:12]=[CH:11][CH:10]=[CH:9][C:8]=1[CH:13]1[CH2:22][C:21]([CH3:24])([CH3:23])[C:20]2[C:15](=[CH:16][CH:17]=[C:18]([C:25]([OH:27])=[O:26])[CH:19]=2)[NH:14]1)(=[O:5])=[O:4])[CH3:2], predict the reactants needed to synthesize it. The reactants are: [CH2:1]([S:3]([NH:6][C:7]1[CH:12]=[CH:11][CH:10]=[CH:9][C:8]=1[CH:13]1[CH2:22][C:21]([CH3:24])([CH3:23])[C:20]2[C:15](=[CH:16][CH:17]=[C:18]([C:25]([O:27]CC)=[O:26])[CH:19]=2)[NH:14]1)(=[O:5])=[O:4])[CH3:2].O.[OH-].[Li+].[OH-].[Na+].